Dataset: Full USPTO retrosynthesis dataset with 1.9M reactions from patents (1976-2016). Task: Predict the reactants needed to synthesize the given product. (1) Given the product [N:38]1([CH2:37][CH2:36][CH2:35][NH:34][C:22]([C:19]2([CH2:18][CH2:17][N:14]3[CH2:15][CH2:16][N:11]([C:10]4[C:6]5[CH:5]=[CH:4][C:3]([C:2]([F:1])([F:27])[F:26])=[CH:25][C:7]=5[S:8][CH:9]=4)[CH2:12][CH2:13]3)[CH2:20][CH2:21]2)=[O:24])[CH:42]=[CH:41][N:40]=[CH:39]1, predict the reactants needed to synthesize it. The reactants are: [F:1][C:2]([F:27])([F:26])[C:3]1[CH:4]=[CH:5][C:6]2[C:10]([N:11]3[CH2:16][CH2:15][N:14]([CH2:17][CH2:18][C:19]4([C:22]([OH:24])=O)[CH2:21][CH2:20]4)[CH2:13][CH2:12]3)=[CH:9][S:8][C:7]=2[CH:25]=1.C(Cl)(=O)C(Cl)=O.[NH2:34][CH2:35][CH2:36][CH2:37][N:38]1[CH:42]=[CH:41][N:40]=[CH:39]1.C(N(CC)CC)C.C(=O)(O)[O-].[Na+]. (2) Given the product [CH2:10]([C:17]1([N:27]([CH3:28])[CH3:29])[CH2:26][CH2:25][C:20]2([CH2:24][CH2:23][N:22]([CH2:5][CH2:6][CH2:7][CH3:8])[CH2:21]2)[CH2:19][CH2:18]1)[C:11]1[CH:12]=[CH:13][CH:14]=[CH:15][CH:16]=1, predict the reactants needed to synthesize it. The reactants are: C([BH3-])#N.[Na+].[CH:5](=O)[CH2:6][CH2:7][CH3:8].[CH2:10]([C:17]1([N:27]([CH3:29])[CH3:28])[CH2:26][CH2:25][C:20]2([CH2:24][CH2:23][NH:22][CH2:21]2)[CH2:19][CH2:18]1)[C:11]1[CH:16]=[CH:15][CH:14]=[CH:13][CH:12]=1.C(=O)(O)[O-].[Na+]. (3) Given the product [CH2:13]([C:12]1[C:11]2[C:2](=[CH:3][C:4]([C:5]([O:7][CH3:8])=[O:6])=[CH:9][CH:10]=2)[NH:1][N:15]=1)[CH3:14], predict the reactants needed to synthesize it. The reactants are: [NH2:1][C:2]1[CH:3]=[C:4]([CH:9]=[CH:10][C:11]=1[CH2:12][CH2:13][CH3:14])[C:5]([O:7][CH3:8])=[O:6].[N:15]([O-])=O.[Na+]. (4) Given the product [CH:1]1([C:7]2[N:16]3[C:10]([CH2:11][C:12](=[O:21])[N:13]([CH2:25][C:26]([N:28]([CH:37]([CH3:39])[CH3:38])[C:29]4[CH:30]=[N:31][C:32]([O:35][CH3:36])=[CH:33][CH:34]=4)=[O:27])[C:14]4[CH:20]=[CH:19][CH:18]=[CH:17][C:15]=43)=[N:9][N:8]=2)[CH2:2][CH2:3][CH2:4][CH2:5][CH2:6]1, predict the reactants needed to synthesize it. The reactants are: [CH:1]1([C:7]2[N:16]3[C:10]([CH2:11][C:12](=[O:21])[NH:13][C:14]4[CH:20]=[CH:19][CH:18]=[CH:17][C:15]=43)=[N:9][N:8]=2)[CH2:6][CH2:5][CH2:4][CH2:3][CH2:2]1.[H-].[Na+].Br[CH2:25][C:26]([N:28]([CH:37]([CH3:39])[CH3:38])[C:29]1[CH:30]=[N:31][C:32]([O:35][CH3:36])=[CH:33][CH:34]=1)=[O:27].